Dataset: Forward reaction prediction with 1.9M reactions from USPTO patents (1976-2016). Task: Predict the product of the given reaction. (1) Given the reactants [F:1][C:2]1[CH:11]=[C:10]2[C:5]([C:6]([CH3:14])([CH3:13])[CH2:7][C:8](=[O:12])[NH:9]2)=[CH:4][CH:3]=1.[Cl-].[Al+3].[Cl-].[Cl-].[Cl:19][CH2:20][CH2:21][C:22](Cl)=[O:23], predict the reaction product. The product is: [Cl:19][CH2:20][CH2:21][C:22]([C:3]1[CH:4]=[C:5]2[C:10](=[CH:11][C:2]=1[F:1])[NH:9][C:8](=[O:12])[CH2:7][C:6]2([CH3:14])[CH3:13])=[O:23]. (2) Given the reactants [Br:1][C:2]1[CH:3]=[CH:4][C:5]([OH:8])=[N:6][CH:7]=1.[NH3:9].Cl[S:11]([OH:14])(=O)=[O:12], predict the reaction product. The product is: [Br:1][C:2]1[CH:3]=[C:4]([S:11]([NH2:9])(=[O:14])=[O:12])[C:5]([OH:8])=[N:6][CH:7]=1. (3) Given the reactants [N+:1]([C:4]1[CH:5]=[C:6]([S:10][CH3:11])[CH:7]=[CH:8][CH:9]=1)([O-:3])=[O:2].S(Cl)(Cl)(=O)=[O:13].CCO, predict the reaction product. The product is: [CH3:11][S:10]([C:6]1[CH:7]=[CH:8][CH:9]=[C:4]([N+:1]([O-:3])=[O:2])[CH:5]=1)=[O:13]. (4) Given the reactants [Cl:1][C:2]1[CH:10]=[C:9](I)[C:5]2[O:6][CH2:7][O:8][C:4]=2[C:3]=1[NH:12][C:13]1[C:22]2[C:17](=[CH:18][C:19]([O:27][CH2:28][CH2:29][CH2:30][Cl:31])=[CH:20][C:21]=2[O:23][CH:24]([CH3:26])[CH3:25])[N:16]=[CH:15][N:14]=1.[CH3:32][O:33][CH2:34][C:35]#[CH:36].C(NC(C)C)(C)C, predict the reaction product. The product is: [Cl:1][C:2]1[CH:10]=[C:9]([C:36]#[C:35][CH2:34][O:33][CH3:32])[C:5]2[O:6][CH2:7][O:8][C:4]=2[C:3]=1[NH:12][C:13]1[C:22]2[C:17](=[CH:18][C:19]([O:27][CH2:28][CH2:29][CH2:30][Cl:31])=[CH:20][C:21]=2[O:23][CH:24]([CH3:26])[CH3:25])[N:16]=[CH:15][N:14]=1. (5) Given the reactants Br[C:2]1[CH:8]=[C:7](Br)[CH:6]=[CH:5][C:3]=1[NH2:4].[C:10]1(B(O)O)[CH:15]=[CH:14][CH:13]=[CH:12][CH:11]=1.C(=O)([O-])[O-].[K+].[K+], predict the reaction product. The product is: [C:10]1([C:2]2[CH:8]=[C:7]([C:2]3[CH:8]=[CH:7][CH:6]=[CH:5][CH:3]=3)[CH:6]=[CH:5][C:3]=2[NH2:4])[CH:15]=[CH:14][CH:13]=[CH:12][CH:11]=1. (6) Given the reactants F[C:2]1[CH:20]=[CH:19][CH:18]=[C:17]([C:21]([F:24])([F:23])[F:22])[C:3]=1[C:4]([NH:6][C:7]1[CH:12]=[CH:11][CH:10]=[C:9]([S:13](=[O:16])(=[O:15])[NH2:14])[CH:8]=1)=[O:5].[F:25][C:26]1[CH:31]=[CH:30][C:29]([OH:32])=[C:28]([O:33][CH3:34])[CH:27]=1.C([O-])([O-])=O.[Cs+].[Cs+].Cl, predict the reaction product. The product is: [F:25][C:26]1[CH:31]=[CH:30][C:29]([O:32][C:2]2[CH:20]=[CH:19][CH:18]=[C:17]([C:21]([F:24])([F:23])[F:22])[C:3]=2[C:4]([NH:6][C:7]2[CH:12]=[CH:11][CH:10]=[C:9]([S:13](=[O:16])(=[O:15])[NH2:14])[CH:8]=2)=[O:5])=[C:28]([O:33][CH3:34])[CH:27]=1. (7) Given the reactants [CH:1]1[C:9]2[C:8]3[CH2:10][CH2:11][CH2:12][CH2:13][CH2:14][C:7]=3[O:6][C:5]=2[CH:4]=[CH:3][C:2]=1[NH2:15].[C:16](Cl)(=[O:21])[CH2:17][CH:18]([CH3:20])[CH3:19], predict the reaction product. The product is: [CH3:19][CH:18]([CH3:20])[CH2:17][C:16]([NH:15][C:2]1[CH:3]=[CH:4][C:5]2[O:6][C:7]3[CH2:14][CH2:13][CH2:12][CH2:11][CH2:10][C:8]=3[C:9]=2[CH:1]=1)=[O:21]. (8) Given the reactants BrCC(C1C=CC=C(Cl)C=1)=O.[C:12]1(=[O:22])[NH:16][C:15](=[O:17])[C:14]2=[CH:18][CH:19]=[CH:20][CH:21]=[C:13]12.[K], predict the reaction product. The product is: [C:15]1(=[O:17])[C:14]2[C:13](=[CH:21][CH:20]=[CH:19][CH:18]=2)[C:12](=[O:22])[NH:16]1. (9) Given the reactants [CH2:1]([C:5]1([CH2:32][CH2:33][CH2:34][CH3:35])[C:14]2[C:9](=[CH:10][C:11]([F:15])=[CH:12][CH:13]=2)[C:8]([OH:16])=[C:7]([C:17]2[NH:22][C:21]3[CH:23]=[CH:24][C:25]([CH:27]=C)=[CH:26][C:20]=3[S:19](=[O:30])(=[O:29])[N:18]=2)[C:6]1=[O:31])[CH2:2][CH2:3][CH3:4].I([O-])(=O)(=O)=[O:37].[Na+], predict the reaction product. The product is: [CH2:32]([C:5]1([CH2:1][CH2:2][CH2:3][CH3:4])[C:14]2[C:9](=[CH:10][C:11]([F:15])=[CH:12][CH:13]=2)[C:8]([OH:16])=[C:7]([C:17]2[NH:22][C:21]3[CH:23]=[CH:24][C:25]([CH:27]=[O:37])=[CH:26][C:20]=3[S:19](=[O:30])(=[O:29])[N:18]=2)[C:6]1=[O:31])[CH2:33][CH2:34][CH3:35].